This data is from NCI-60 drug combinations with 297,098 pairs across 59 cell lines. The task is: Regression. Given two drug SMILES strings and cell line genomic features, predict the synergy score measuring deviation from expected non-interaction effect. (1) Drug 1: CC=C1C(=O)NC(C(=O)OC2CC(=O)NC(C(=O)NC(CSSCCC=C2)C(=O)N1)C(C)C)C(C)C. Drug 2: CCC1=C2CN3C(=CC4=C(C3=O)COC(=O)C4(CC)O)C2=NC5=C1C=C(C=C5)O. Cell line: K-562. Synergy scores: CSS=82.8, Synergy_ZIP=-2.06, Synergy_Bliss=1.62, Synergy_Loewe=-0.815, Synergy_HSA=1.20. (2) Drug 1: CC1=C(C=C(C=C1)NC2=NC=CC(=N2)N(C)C3=CC4=NN(C(=C4C=C3)C)C)S(=O)(=O)N.Cl. Drug 2: COC1=CC(=CC(=C1O)OC)C2C3C(COC3=O)C(C4=CC5=C(C=C24)OCO5)OC6C(C(C7C(O6)COC(O7)C8=CC=CS8)O)O. Cell line: IGROV1. Synergy scores: CSS=27.8, Synergy_ZIP=-7.10, Synergy_Bliss=-2.56, Synergy_Loewe=-39.4, Synergy_HSA=-2.16. (3) Synergy scores: CSS=38.5, Synergy_ZIP=-0.976, Synergy_Bliss=-2.02, Synergy_Loewe=-15.1, Synergy_HSA=-1.25. Drug 2: C1CC(=O)NC(=O)C1N2C(=O)C3=CC=CC=C3C2=O. Cell line: SK-OV-3. Drug 1: COC1=C(C=C2C(=C1)N=CN=C2NC3=CC(=C(C=C3)F)Cl)OCCCN4CCOCC4. (4) Synergy scores: CSS=7.33, Synergy_ZIP=0.665, Synergy_Bliss=-0.785, Synergy_Loewe=3.46, Synergy_HSA=-0.994. Drug 2: CN(C(=O)NC(C=O)C(C(C(CO)O)O)O)N=O. Cell line: RPMI-8226. Drug 1: CN1C(=O)N2C=NC(=C2N=N1)C(=O)N. (5) Drug 1: C1CN1P(=S)(N2CC2)N3CC3. Drug 2: CC1C(C(CC(O1)OC2CC(CC3=C2C(=C4C(=C3O)C(=O)C5=CC=CC=C5C4=O)O)(C(=O)C)O)N)O. Cell line: UACC62. Synergy scores: CSS=65.3, Synergy_ZIP=-7.83, Synergy_Bliss=-4.83, Synergy_Loewe=-0.893, Synergy_HSA=-0.0237. (6) Drug 1: CS(=O)(=O)CCNCC1=CC=C(O1)C2=CC3=C(C=C2)N=CN=C3NC4=CC(=C(C=C4)OCC5=CC(=CC=C5)F)Cl. Drug 2: C(CN)CNCCSP(=O)(O)O. Cell line: U251. Synergy scores: CSS=-8.40, Synergy_ZIP=6.21, Synergy_Bliss=5.21, Synergy_Loewe=0.516, Synergy_HSA=-2.55.